From a dataset of Forward reaction prediction with 1.9M reactions from USPTO patents (1976-2016). Predict the product of the given reaction. (1) Given the reactants [H-].[H-].[H-].[H-].[Li+].[Al+3].CON(C)[C:10]([C@@H:12]1[CH2:17][CH2:16][CH2:15][CH2:14][N:13]1[C:18]([O:20][C:21]([CH3:24])([CH3:23])[CH3:22])=[O:19])=[O:11], predict the reaction product. The product is: [CH:10]([C@@H:12]1[CH2:17][CH2:16][CH2:15][CH2:14][N:13]1[C:18]([O:20][C:21]([CH3:24])([CH3:23])[CH3:22])=[O:19])=[O:11]. (2) Given the reactants [C:1](O)([CH3:4])([CH3:3])[CH3:2].[CH3:6][N:7]1[C:11]([CH3:12])=[CH:10][C:9](=[O:13])[N:8]1[C:14]1[CH:19]=[CH:18][CH:17]=[CH:16][CH:15]=1.B(F)(F)F.[OH-].[Na+], predict the reaction product. The product is: [C:1]([C:10]1[C:9](=[O:13])[N:8]([C:14]2[CH:19]=[CH:18][CH:17]=[CH:16][CH:15]=2)[N:7]([CH3:6])[C:11]=1[CH3:12])([CH3:4])([CH3:3])[CH3:2]. (3) Given the reactants [CH2:1]([O:3][C:4]([C:6]1[NH:14][C:13]2[CH:12]=[CH:11][N:10]=[CH:9][C:8]=2[C:7]=1[NH:15][C:16]1[CH:21]=[CH:20][C:19]([I:22])=[CH:18][C:17]=1[F:23])=[O:5])[CH3:2].C(=O)([O-])[O-].[K+].[K+].[CH2:30](I)[CH3:31], predict the reaction product. The product is: [CH2:1]([O:3][C:4]([C:6]1[N:14]([CH2:30][CH3:31])[C:13]2[CH:12]=[CH:11][N:10]=[CH:9][C:8]=2[C:7]=1[NH:15][C:16]1[CH:21]=[CH:20][C:19]([I:22])=[CH:18][C:17]=1[F:23])=[O:5])[CH3:2]. (4) Given the reactants [OH:1][C:2]1[CH:3]=[C:4]([CH2:8][C:9]([O:11][CH3:12])=[O:10])[CH:5]=[CH:6][CH:7]=1.Br[CH2:14][CH2:15][CH2:16][Cl:17].C(=O)([O-])[O-].[K+].[K+], predict the reaction product. The product is: [Cl:17][CH2:16][CH2:15][CH2:14][O:1][C:2]1[CH:3]=[C:4]([CH2:8][C:9]([O:11][CH3:12])=[O:10])[CH:5]=[CH:6][CH:7]=1. (5) Given the reactants C([O:3][C:4](=[O:39])[CH2:5][CH:6]1[CH2:11][CH2:10][N:9]([C:12](=[O:38])[CH2:13][N:14]2[CH2:20][CH:19]([C:21]3[CH:26]=[CH:25][CH:24]=[CH:23][C:22]=3[Cl:27])[C:18]3[CH:28]=[C:29]([CH3:32])[CH:30]=[CH:31][C:17]=3[CH:16]([CH2:33][CH:34]([CH3:36])[CH3:35])[C:15]2=[O:37])[CH2:8][CH2:7]1)C.[OH-].[Na+].Cl, predict the reaction product. The product is: [Cl:27][C:22]1[CH:23]=[CH:24][CH:25]=[CH:26][C:21]=1[CH:19]1[CH2:20][N:14]([CH2:13][C:12]([N:9]2[CH2:8][CH2:7][CH:6]([CH2:5][C:4]([OH:39])=[O:3])[CH2:11][CH2:10]2)=[O:38])[C:15](=[O:37])[CH:16]([CH2:33][CH:34]([CH3:35])[CH3:36])[C:17]2[CH:31]=[CH:30][C:29]([CH3:32])=[CH:28][C:18]1=2. (6) Given the reactants [CH3:1][N:2]1[CH:6]=[CH:5][N:4]=[C:3]1/[CH:7]=[CH:8]/[C:9]1[C:17]2[C:12](=[CH:13][C:14](/[CH:18]=[C:19]3/[C:20](=[O:28])[NH:21][C:22]4[C:27]/3=[CH:26][CH:25]=[CH:24][CH:23]=4)=[CH:15][CH:16]=2)[N:11](COCC[Si](C)(C)C)[N:10]=1.[ClH:37], predict the reaction product. The product is: [ClH:37].[CH3:1][N:2]1[CH:6]=[CH:5][N:4]=[C:3]1/[CH:7]=[CH:8]/[C:9]1[C:17]2[C:12](=[CH:13][C:14]([CH:18]=[C:19]3[C:27]4[C:22](=[CH:23][CH:24]=[CH:25][CH:26]=4)[NH:21][C:20]3=[O:28])=[CH:15][CH:16]=2)[NH:11][N:10]=1. (7) Given the reactants [NH2:1][C:2]1[CH:7]=[CH:6][C:5]([F:8])=[CH:4][C:3]=1[C:9]([C:11]1[CH:16]=[CH:15][N:14]=[CH:13][CH:12]=1)=[O:10].[C:17]([C:21]1[CH:26]=[CH:25][C:24]([S:27](Cl)(=[O:29])=[O:28])=[CH:23][CH:22]=1)([CH3:20])([CH3:19])[CH3:18], predict the reaction product. The product is: [C:17]([C:21]1[CH:26]=[CH:25][C:24]([S:27]([NH:1][C:2]2[CH:7]=[CH:6][C:5]([F:8])=[CH:4][C:3]=2[C:9]([C:11]2[CH:16]=[CH:15][N:14]=[CH:13][CH:12]=2)=[O:10])(=[O:29])=[O:28])=[CH:23][CH:22]=1)([CH3:20])([CH3:18])[CH3:19]. (8) Given the reactants [OH:1][CH:2]1[CH:7]([C:8]2[CH:13]=[CH:12][CH:11]=[CH:10][CH:9]=2)[CH2:6][CH2:5][N:4]([C:14]([O:16][C:17]([CH3:20])([CH3:19])[CH3:18])=[O:15])[CH2:3]1.Br[CH2:22][C:23]1[CH:30]=[CH:29][CH:28]=[CH:27][C:24]=1[C:25]#[N:26], predict the reaction product. The product is: [C:25]([C:24]1[CH:27]=[CH:28][CH:29]=[CH:30][C:23]=1[CH2:22][O:1][CH:2]1[CH:7]([C:8]2[CH:13]=[CH:12][CH:11]=[CH:10][CH:9]=2)[CH2:6][CH2:5][N:4]([C:14]([O:16][C:17]([CH3:20])([CH3:19])[CH3:18])=[O:15])[CH2:3]1)#[N:26]. (9) Given the reactants [F:1][C:2]1[CH:3]=[C:4]([C:9]2[CH2:13][CH:12]([CH2:14][O:15][C:16]3[CH:20]=[CH:19][O:18][N:17]=3)[O:11][N:10]=2)[CH:5]=[CH:6][C:7]=1F.[NH:21]1[CH:25]=[N:24][CH:23]=[N:22]1, predict the reaction product. The product is: [F:1][C:2]1[CH:3]=[C:4]([C:9]2[CH2:13][CH:12]([CH2:14][O:15][C:16]3[CH:20]=[CH:19][O:18][N:17]=3)[O:11][N:10]=2)[CH:5]=[CH:6][C:7]=1[N:21]1[CH:25]=[N:24][CH:23]=[N:22]1.